Dataset: Full USPTO retrosynthesis dataset with 1.9M reactions from patents (1976-2016). Task: Predict the reactants needed to synthesize the given product. (1) The reactants are: Cl[C:2]1[S:3][C:4]([Cl:23])=[C:5]([CH2:7][O:8][N:9]=[C:10]([C:17]2[N:21]([CH3:22])[N:20]=[N:19][N:18]=2)[C:11]2[CH:16]=[CH:15][CH:14]=[CH:13][CH:12]=2)[N:6]=1.N#N.[CH:26]1([C:29]#[CH:30])[CH2:28][CH2:27]1.C(N(C(C)C)C(C)C)C. Given the product [Cl:23][C:4]1[S:3][C:2]([C:30]#[C:29][CH:26]2[CH2:28][CH2:27]2)=[N:6][C:5]=1[CH2:7][O:8][N:9]=[C:10]([C:17]1[N:21]([CH3:22])[N:20]=[N:19][N:18]=1)[C:11]1[CH:16]=[CH:15][CH:14]=[CH:13][CH:12]=1, predict the reactants needed to synthesize it. (2) Given the product [Br:1][C:2]1[N:6]=[CH:5][N:4]([CH2:14][CH2:10][CH3:11])[N:3]=1, predict the reactants needed to synthesize it. The reactants are: [Br:1][C:2]1[N:6]=[CH:5][NH:4][N:3]=1.[H-].[Na+].I[CH2:10][CH3:11].[NH4+].[Cl-].[CH3:14]N(C=O)C. (3) Given the product [CH2:10]([O:12][C:13]([C:15]1[C:16]([CH3:23])=[N:17][C:18]([Cl:26])=[N:19][C:20]=1[CH3:21])=[O:14])[CH3:11], predict the reactants needed to synthesize it. The reactants are: CCN(C(C)C)C(C)C.[CH2:10]([O:12][C:13]([C:15]1[C:16]([CH3:23])=[N:17][C:18](O)=[N:19][C:20]=1[CH3:21])=[O:14])[CH3:11].O=P(Cl)(Cl)[Cl:26]. (4) Given the product [NH2:37][C:33]1[C:34]2[C:29](=[CH:28][C:27]([CH2:26][NH:25][C:18]([C:16]3[C:15]([C:21]([F:23])([F:22])[F:24])=[N:14][N:13]([CH2:12][C:9]4[CH:10]=[N:11][C:6]([N:1]5[CH2:5][CH2:4][CH2:3][CH2:2]5)=[CH:7][CH:8]=4)[CH:17]=3)=[O:20])=[CH:36][CH:35]=2)[CH:30]=[CH:31][N:32]=1, predict the reactants needed to synthesize it. The reactants are: [N:1]1([C:6]2[N:11]=[CH:10][C:9]([CH2:12][N:13]3[CH:17]=[C:16]([C:18]([OH:20])=O)[C:15]([C:21]([F:24])([F:23])[F:22])=[N:14]3)=[CH:8][CH:7]=2)[CH2:5][CH2:4][CH2:3][CH2:2]1.[NH2:25][CH2:26][C:27]1[CH:28]=[C:29]2[C:34](=[CH:35][CH:36]=1)[C:33]([NH2:37])=[N:32][CH:31]=[CH:30]2.Cl.C1C=CC2N(O)N=NC=2C=1.C(N(CC)CC)C.CCN=C=NCCCN(C)C.Cl. (5) Given the product [Cl:17][C:6]1[CH:5]=[C:4]([NH:18][C:19]2[N:23]=[C:22]([NH2:24])[NH:21][N:20]=2)[CH:3]=[C:2]([Cl:1])[C:7]=1[S:8]([C:9]1[CH:10]=[CH:11][C:12]([O:15][CH3:16])=[CH:13][CH:14]=1)(=[O:36])=[O:33], predict the reactants needed to synthesize it. The reactants are: [Cl:1][C:2]1[CH:3]=[C:4]([NH:18][C:19]2[N:23]=[C:22]([NH2:24])[NH:21][N:20]=2)[CH:5]=[C:6]([Cl:17])[C:7]=1[S:8][C:9]1[CH:14]=[CH:13][C:12]([O:15][CH3:16])=[CH:11][CH:10]=1.OOS([O-])=O.[K+].CO.[OH-:33].[NH4+].C[OH:36].ClCCl.